This data is from Full USPTO retrosynthesis dataset with 1.9M reactions from patents (1976-2016). The task is: Predict the reactants needed to synthesize the given product. (1) Given the product [CH3:5][O:4][CH2:16][NH:14][C:36](=[O:38])[CH2:35][C@H:34]1[CH2:33][O:32][C:31]([CH3:40])([CH3:39])[N:30]1[C:28]([O:27][C:25]([CH3:24])([CH3:26])[CH3:41])=[O:29], predict the reactants needed to synthesize it. The reactants are: Cl.CN[O:4][CH3:5].CCN=C=NCCC[N:14]([CH3:16])C.CN1CCOCC1.[CH3:24][C:25]([CH3:41])([O:27][C:28]([N:30]1[C@@H:34]([CH2:35][C:36]([OH:38])=O)[CH2:33][O:32][C:31]1([CH3:40])[CH3:39])=[O:29])[CH3:26].Cl. (2) Given the product [CH2:3]([O:7][C:8]1[CH:31]=[C:30]([O:32][CH2:33][CH:34]([CH3:36])[CH3:35])[CH:29]=[CH:28][C:9]=1[C:10]([C:12]1[CH:13]=[CH:14][C:15]([O:23][CH2:24][CH:25]([CH3:27])[CH3:26])=[C:16]([CH2:18][CH2:19][C:20]([O:22][CH3:37])=[O:21])[CH:17]=1)=[O:11])[CH:4]([CH3:6])[CH3:5], predict the reactants needed to synthesize it. The reactants are: IC.[CH2:3]([O:7][C:8]1[CH:31]=[C:30]([O:32][CH2:33][CH:34]([CH3:36])[CH3:35])[CH:29]=[CH:28][C:9]=1[C:10]([C:12]1[CH:13]=[CH:14][C:15]([O:23][CH2:24][CH:25]([CH3:27])[CH3:26])=[C:16]([CH2:18][CH2:19][C:20]([OH:22])=[O:21])[CH:17]=1)=[O:11])[CH:4]([CH3:6])[CH3:5].[C:37](=O)([O-])[O-].[K+].[K+].Cl. (3) Given the product [OH:42][C@@H:37]1[CH2:38][CH2:39][CH2:40][CH2:41][C@H:36]1[NH:35][C:3]([C:4]1[CH:10]=[C:11]([C:13]2[CH:18]=[C:17]([Cl:19])[CH:16]=[CH:15][C:14]=2[F:20])[N:27]([CH2:25][C@H:23]2[CH2:24][C:22]2([CH3:28])[CH3:21])[C:5]=1[CH3:6])=[O:8], predict the reactants needed to synthesize it. The reactants are: CO[C:3](=[O:8])[CH2:4][C:5](=O)[CH3:6].Br[CH2:10][C:11]([C:13]1[CH:18]=[C:17]([Cl:19])[CH:16]=[CH:15][C:14]=1[F:20])=O.[CH3:21][C:22]1([CH3:28])[CH2:24][C@@H:23]1[C:25]([NH2:27])=O.[H-].[H-].[H-].[H-].[Li+].[Al+3].[NH2:35][C@@H:36]1[CH2:41][CH2:40][CH2:39][CH2:38][C@H:37]1[OH:42]. (4) Given the product [Cl:16][C:11]1[CH:10]=[C:9]([NH:8][C:6]2[CH:5]=[CH:4][N:3]=[C:2]([NH:17][C:18]3[CH:23]=[N:22][C:21]([C:24]([F:27])([F:25])[F:26])=[CH:20][CH:19]=3)[N:7]=2)[CH:14]=[CH:13][C:12]=1[F:15], predict the reactants needed to synthesize it. The reactants are: Cl[C:2]1[N:7]=[C:6]([NH:8][C:9]2[CH:14]=[CH:13][C:12]([F:15])=[C:11]([Cl:16])[CH:10]=2)[CH:5]=[CH:4][N:3]=1.[NH2:17][C:18]1[CH:19]=[CH:20][C:21]([C:24]([F:27])([F:26])[F:25])=[N:22][CH:23]=1.CCOC(C)=O. (5) Given the product [O:42]=[C:41]([N:43]1[CH2:44][CH2:45][N:46]([C:49](=[O:60])[C:50]2[CH:55]=[CH:54][CH:53]=[CH:52][C:51]=2[C:56]([F:59])([F:57])[F:58])[CH2:47][CH2:48]1)[CH2:40][NH:39][C:73]([C:71]1[O:72][C:68]([C:62]2[CH:63]=[CH:64][CH:65]=[CH:66][CH:67]=2)=[N:69][N:70]=1)=[O:74], predict the reactants needed to synthesize it. The reactants are: CCN(C(C)C)C(C)C.C1C=CC2N(O)N=NC=2C=1.CCN=C=NCCCN(C)C.Cl.OC(C(F)(F)F)=O.[NH2:39][CH2:40][C:41]([N:43]1[CH2:48][CH2:47][N:46]([C:49](=[O:60])[C:50]2[CH:55]=[CH:54][CH:53]=[CH:52][C:51]=2[C:56]([F:59])([F:58])[F:57])[CH2:45][CH2:44]1)=[O:42].[Li+].[C:62]1([C:68]2[O:72][C:71]([C:73]([O-])=[O:74])=[N:70][N:69]=2)[CH:67]=[CH:66][CH:65]=[CH:64][CH:63]=1. (6) The reactants are: [Cl:1][C:2]1[C:10]2[N:9]=[C:8]3[N:11]([C:15]4[CH:20]=[CH:19][C:18]([Cl:21])=[CH:17][C:16]=4[Cl:22])[CH2:12][CH2:13][CH2:14][N:7]3[C:6]=2[C:5]([CH:23]([CH2:27][CH3:28])[CH2:24][CH2:25][OH:26])=[CH:4][CH:3]=1.[H-].[Na+].I[CH3:32].O. Given the product [Cl:1][C:2]1[C:10]2[N:9]=[C:8]3[N:11]([C:15]4[CH:20]=[CH:19][C:18]([Cl:21])=[CH:17][C:16]=4[Cl:22])[CH2:12][CH2:13][CH2:14][N:7]3[C:6]=2[C:5]([CH:23]([CH2:27][CH3:28])[CH2:24][CH2:25][O:26][CH3:32])=[CH:4][CH:3]=1, predict the reactants needed to synthesize it.